This data is from Reaction yield outcomes from USPTO patents with 853,638 reactions. The task is: Predict the reaction yield, written as a fraction of the theoretical maximum amount of product (1.0 means a 100% yield; for example, 0.34 means a 34% yield). (1) The reactants are [CH3:1][O:2][C:3](=[O:32])[C@H:4]([CH2:28][CH2:29][S:30][CH3:31])[NH:5][C:6](=[O:27])[C:7]1[CH:12]=[CH:11][C:10]([CH:13]=[CH:14][N:15]2[CH:19]=[CH:18][N:17]=[CH:16]2)=[CH:9][C:8]=1[C:20]1[CH:25]=[CH:24][CH:23]=[CH:22][C:21]=1[CH3:26]. The catalyst is CO.[Pd]. The product is [CH3:1][O:2][C:3](=[O:32])[C@H:4]([CH2:28][CH2:29][S:30][CH3:31])[NH:5][C:6](=[O:27])[C:7]1[CH:12]=[CH:11][C:10]([CH2:13][CH2:14][N:15]2[CH:19]=[CH:18][N:17]=[CH:16]2)=[CH:9][C:8]=1[C:20]1[CH:25]=[CH:24][CH:23]=[CH:22][C:21]=1[CH3:26]. The yield is 0.560. (2) The reactants are [N:1]1[CH:6]=[CH:5][CH:4]=[C:3]([C:7]2[CH2:8][C:9]([C:12]([OH:14])=O)=[N:10][N:11]=2)[CH:2]=1.[NH2:15][CH2:16][CH2:17][N:18]1[CH:22]=[CH:21][C:20]([C:23]2[CH:30]=[CH:29][C:26]([C:27]#[N:28])=[C:25]([CH3:31])[CH:24]=2)=[N:19]1.C1C=CC2N(O)N=NC=2C=1.CCN=C=NCCCN(C)C.CCN(C(C)C)C(C)C. No catalyst specified. The product is [C:27]([C:26]1[CH:29]=[CH:30][C:23]([C:20]2[CH:21]=[CH:22][N:18]([CH2:17][CH2:16][NH:15][C:12]([C:9]3[NH:10][N:11]=[C:7]([C:3]4[CH:2]=[N:1][CH:6]=[CH:5][CH:4]=4)[CH:8]=3)=[O:14])[N:19]=2)=[CH:24][C:25]=1[CH3:31])#[N:28]. The yield is 0.640. (3) The reactants are [CH2:1]([O:4][C:5]1([CH3:38])[CH2:10][CH2:9][N:8]([C:11]2[C:12]3[N:13]([N:28]=[C:29]([C:31]4[CH:36]=[CH:35][CH:34]=[C:33](Br)[CH:32]=4)[CH:30]=3)[CH:14]=[C:15]([CH3:27])[C:16]=2[C@H:17]([O:22][C:23]([CH3:26])([CH3:25])[CH3:24])[C:18]([O:20][CH3:21])=[O:19])[CH2:7][CH2:6]1)[CH:2]=[CH2:3].[F:39][C:40]1[CH:45]=[CH:44][CH:43]=[C:42]([OH:46])[C:41]=1B(O)O.C([O-])([O-])=O.[Na+].[Na+]. The catalyst is CN(C=O)C.C1C=CC([P]([Pd]([P](C2C=CC=CC=2)(C2C=CC=CC=2)C2C=CC=CC=2)([P](C2C=CC=CC=2)(C2C=CC=CC=2)C2C=CC=CC=2)[P](C2C=CC=CC=2)(C2C=CC=CC=2)C2C=CC=CC=2)(C2C=CC=CC=2)C2C=CC=CC=2)=CC=1. The product is [CH2:1]([O:4][C:5]1([CH3:38])[CH2:10][CH2:9][N:8]([C:11]2[C:12]3[N:13]([N:28]=[C:29]([C:31]4[CH:32]=[C:33]([C:41]5[C:42]([OH:46])=[CH:43][CH:44]=[CH:45][C:40]=5[F:39])[CH:34]=[CH:35][CH:36]=4)[CH:30]=3)[CH:14]=[C:15]([CH3:27])[C:16]=2[C@H:17]([O:22][C:23]([CH3:26])([CH3:25])[CH3:24])[C:18]([O:20][CH3:21])=[O:19])[CH2:7][CH2:6]1)[CH:2]=[CH2:3]. The yield is 0.760. (4) The reactants are C(OC([NH:11][C@@H:12]([CH2:17][N:18]([C:25]1[CH:30]=[CH:29][CH:28]=[CH:27][CH:26]=1)[C:19]1[CH:24]=[CH:23][CH:22]=[CH:21][CH:20]=1)[C:13]([O:15][CH3:16])=[O:14])=O)C1C=CC=CC=1.[H][H]. The catalyst is CO. The product is [NH2:11][C@@H:12]([CH2:17][N:18]([C:25]1[CH:30]=[CH:29][CH:28]=[CH:27][CH:26]=1)[C:19]1[CH:20]=[CH:21][CH:22]=[CH:23][CH:24]=1)[C:13]([O:15][CH3:16])=[O:14]. The yield is 0.910. (5) The reactants are Br[C:2]1[CH:3]=[C:4]2[C:8](=[CH:9][CH:10]=1)[C:7](=[O:11])[CH2:6][CH2:5]2.C([O-])([O-])=O.[K+].[K+].[C:18]1(C)C=CC=C[CH:19]=1. The catalyst is C1C=CC([P]([Pd]([P](C2C=CC=CC=2)(C2C=CC=CC=2)C2C=CC=CC=2)([P](C2C=CC=CC=2)(C2C=CC=CC=2)C2C=CC=CC=2)[P](C2C=CC=CC=2)(C2C=CC=CC=2)C2C=CC=CC=2)(C2C=CC=CC=2)C2C=CC=CC=2)=CC=1. The product is [CH:18]([C:2]1[CH:3]=[C:4]2[C:8](=[CH:9][CH:10]=1)[C:7](=[O:11])[CH2:6][CH2:5]2)=[CH2:19]. The yield is 0.480. (6) The reactants are [CH2:1]([N:8]1[C:12]2[CH:13]=[CH:14][CH:15]=[CH:16][C:11]=2[NH:10][C:9]1=[NH:17])[C:2]1[CH:7]=[CH:6][CH:5]=[CH:4][CH:3]=1.[CH2:18]([O:20][C:21](=[O:33])[C:22]1[CH:27]=[CH:26][CH:25]=[C:24]([O:28][CH2:29][CH2:30][CH2:31]Cl)[CH:23]=1)[CH3:19]. The catalyst is CC(=O)CC. The product is [CH2:18]([O:20][C:21](=[O:33])[C:22]1[CH:27]=[CH:26][CH:25]=[C:24]([O:28][CH2:29][CH2:30][CH2:31][N:10]2[C:11]3[CH:16]=[CH:15][CH:14]=[CH:13][C:12]=3[N:8]([CH2:1][C:2]3[CH:3]=[CH:4][CH:5]=[CH:6][CH:7]=3)[C:9]2=[NH:17])[CH:23]=1)[CH3:19]. The yield is 0.740.